Dataset: Reaction yield outcomes from USPTO patents with 853,638 reactions. Task: Predict the reaction yield, written as a fraction of the theoretical maximum amount of product (1.0 means a 100% yield; for example, 0.34 means a 34% yield). (1) The reactants are [C@:1]12([CH3:13])[C:7]([CH3:9])([CH3:8])[CH:4]([CH2:5][CH2:6]1)[CH2:3][CH:2]2[C:10](Cl)=[O:11].[I:14][C:15]1[CH:20]=[CH:19][C:18]([CH:21]([OH:26])[C:22]([CH3:25])([CH3:24])[CH3:23])=[C:17]([N+:27]([O-:29])=[O:28])[CH:16]=1. The catalyst is CN(C1C=CN=CC=1)C.ClCCl. The product is [C@:1]12([CH3:13])[C:7]([CH3:9])([CH3:8])[CH:4]([CH2:5][CH2:6]1)[CH2:3][CH:2]2[C:10]([O:26][CH:21]([C:18]1[CH:19]=[CH:20][C:15]([I:14])=[CH:16][C:17]=1[N+:27]([O-:29])=[O:28])[C:22]([CH3:24])([CH3:25])[CH3:23])=[O:11]. The yield is 0.880. (2) The reactants are [Si:1]([O:8][CH2:9][C:10]([C:13]1[S:14][CH:15]=[CH:16][N:17]=1)([OH:12])[CH3:11])([C:4]([CH3:7])([CH3:6])[CH3:5])([CH3:3])[CH3:2].[Br:18]N1C(=O)CCC1=O.O. The catalyst is CN(C=O)C. The product is [Br:18][C:15]1[S:14][C:13]([C:10]([OH:12])([CH3:11])[CH2:9][O:8][Si:1]([C:4]([CH3:5])([CH3:6])[CH3:7])([CH3:2])[CH3:3])=[N:17][CH:16]=1. The yield is 0.220. (3) The reactants are Cl[C:2]1[N:7]=[C:6]([C:8]2[C:9]([C:17]3[CH:18]=[C:19]([NH:23][C:24](=[O:29])[C:25]([F:28])([F:27])[F:26])[CH:20]=[CH:21][CH:22]=3)=[N:10][N:11]3[CH:16]=[CH:15][CH:14]=[CH:13][C:12]=23)[CH:5]=[CH:4][N:3]=1.[CH3:30][N:31]([CH3:42])[CH2:32][CH2:33][O:34][C:35]1[CH:36]=[C:37]([CH:39]=[CH:40][CH:41]=1)[NH2:38]. The product is [CH3:30][N:31]([CH3:42])[CH2:32][CH2:33][O:34][C:35]1[CH:36]=[C:37]([NH:38][C:2]2[N:7]=[C:6]([C:8]3[C:9]([C:17]4[CH:18]=[C:19]([NH:23][C:24](=[O:29])[C:25]([F:28])([F:27])[F:26])[CH:20]=[CH:21][CH:22]=4)=[N:10][N:11]4[CH:16]=[CH:15][CH:14]=[CH:13][C:12]=34)[CH:5]=[CH:4][N:3]=2)[CH:39]=[CH:40][CH:41]=1. The yield is 0.840. The catalyst is CC(O)C.Cl.C(Cl)Cl. (4) The reactants are [O:1]=[C:2]([C:22]1[S:23][CH:24]=[CH:25][CH:26]=1)[CH2:3][CH2:4][C:5]([NH:7][C:8]1[CH:9]=[CH:10][CH:11]=[C:12]2[C:16]=1[NH:15][C:14]([C:17]1[S:18][CH:19]=[CH:20][N:21]=1)=[CH:13]2)=[O:6].O1CCCC1.[BH4-].[Na+].C(O)(=O)CC(CC(O)=O)(C(O)=O)O. The yield is 0.840. The catalyst is CO. The product is [OH:1][CH:2]([C:22]1[S:23][CH:24]=[CH:25][CH:26]=1)[CH2:3][CH2:4][C:5]([NH:7][C:8]1[CH:9]=[CH:10][CH:11]=[C:12]2[C:16]=1[NH:15][C:14]([C:17]1[S:18][CH:19]=[CH:20][N:21]=1)=[CH:13]2)=[O:6]. (5) The reactants are B.C1COCC1.[Br:7][C:8]1[C:13]2[CH:14]=[C:15]([C:17](O)=[O:18])[S:16][C:12]=2[CH:11]=[CH:10][CH:9]=1.Cl.B. The catalyst is C1COCC1. The product is [Br:7][C:8]1[C:13]2[CH:14]=[C:15]([CH2:17][OH:18])[S:16][C:12]=2[CH:11]=[CH:10][CH:9]=1. The yield is 0.680.